The task is: Predict the reaction yield, written as a fraction of the theoretical maximum amount of product (1.0 means a 100% yield; for example, 0.34 means a 34% yield).. This data is from Reaction yield outcomes from USPTO patents with 853,638 reactions. (1) The reactants are [NH:1]1[C:9]2[C:4](=[CH:5][C:6]([C:10]#[N:11])=[CH:7][CH:8]=2)[CH:3]=[N:2]1.CO.[Br:14]Br.Cl. The catalyst is [OH-].[Na+]. The product is [Br:14][C:3]1[C:4]2[C:9](=[CH:8][CH:7]=[C:6]([C:10]#[N:11])[CH:5]=2)[NH:1][N:2]=1. The yield is 0.470. (2) The reactants are [CH2:1]([O:8][C:9](=[O:36])[NH:10][CH2:11][CH2:12][C:13]#[C:14][C:15]1[CH:20]=[CH:19][C:18]([C:21]#[C:22][CH2:23][CH2:24][N:25]2[C:33](=[O:34])[C:32]3[C:27](=[CH:28][CH:29]=[CH:30][CH:31]=3)[C:26]2=[O:35])=[CH:17][CH:16]=1)[C:2]1[CH:7]=[CH:6][CH:5]=[CH:4][CH:3]=1. The catalyst is O1CCCC1.[OH-].[OH-].[Pd+2]. The product is [CH2:1]([O:8][C:9](=[O:36])[NH:10][CH2:11][CH2:12][CH2:13][CH2:14][C:15]1[CH:20]=[CH:19][C:18]([CH2:21][CH2:22][CH2:23][CH2:24][N:25]2[C:26](=[O:35])[C:27]3[C:32](=[CH:31][CH:30]=[CH:29][CH:28]=3)[C:33]2=[O:34])=[CH:17][CH:16]=1)[C:2]1[CH:7]=[CH:6][CH:5]=[CH:4][CH:3]=1. The yield is 0.800. (3) The reactants are [OH-].[Li+].C(O)(=O)CS.[N+](C1C=CC=CC=1S([N:20]([CH2:42][CH2:43][C:44]1[CH:45]=[N:46][CH:47]=[CH:48][CH:49]=1)[CH2:21][CH2:22][CH2:23][O:24][C:25]1[CH:41]=[CH:40][C:28]2[N:29]([CH3:39])[C:30](=[O:38])[C:31]([CH3:37])([CH3:36])[C:32](=[O:35])[N:33]([CH3:34])[C:27]=2[CH:26]=1)(=O)=O)([O-])=O. The catalyst is CN(C=O)C. The product is [CH3:39][N:29]1[C:30](=[O:38])[C:31]([CH3:37])([CH3:36])[C:32](=[O:35])[N:33]([CH3:34])[C:27]2[CH:26]=[C:25]([O:24][CH2:23][CH2:22][CH2:21][NH:20][CH2:42][CH2:43][C:44]3[CH:45]=[N:46][CH:47]=[CH:48][CH:49]=3)[CH:41]=[CH:40][C:28]1=2. The yield is 0.810. (4) The reactants are [CH:1](=O)[CH:2]([CH3:4])[CH3:3].[NH:6]1[C:10]2[CH:11]=[CH:12][CH:13]=[CH:14][C:9]=2[N:8]=[C:7]1[CH2:15][N:16]([CH:26]1[C:35]2[N:34]=[CH:33][CH:32]=[CH:31][C:30]=2[CH2:29][CH2:28][CH2:27]1)[CH2:17][C:18]1[CH:23]=[CH:22][C:21]([CH2:24][NH2:25])=[CH:20][CH:19]=1.[BH4-].[Na+]. The catalyst is CO. The product is [CH2:1]([NH:25][CH2:24][C:21]1[CH:22]=[CH:23][C:18]([CH2:17][N:16]([CH2:15][C:7]2[NH:6][C:10]3[CH:11]=[CH:12][CH:13]=[CH:14][C:9]=3[N:8]=2)[CH:26]2[C:35]3[N:34]=[CH:33][CH:32]=[CH:31][C:30]=3[CH2:29][CH2:28][CH2:27]2)=[CH:19][CH:20]=1)[CH:2]([CH3:4])[CH3:3]. The yield is 0.250. (5) The reactants are [Br:1][C:2]1[CH:10]=[CH:9][C:5]([C:6]([OH:8])=[O:7])=[CH:4][C:3]=1[F:11].[C:12](=O)([O-])[O-].[K+].[K+].CI.C(OCC)(=O)C. The catalyst is CN(C)C=O. The product is [Br:1][C:2]1[CH:10]=[CH:9][C:5]([C:6]([O:8][CH3:12])=[O:7])=[CH:4][C:3]=1[F:11]. The yield is 1.00. (6) The reactants are C(OC(=O)C(N)(C1C=CC2C(=CC=C(O[C@H]3CC[C@H](C(C)(C)C)CC3)C=2)N=1)C)C.C(O)(C(F)(F)F)=O.C([O:39][C:40](=O)[C:41]([NH2:68])([C:43]1[CH:52]=[CH:51][C:50]2[C:45](=[CH:46][CH:47]=[C:48]([O:57][C@H:58]3[CH2:63][CH2:62][C@H:61]([C:64]([CH3:67])([CH3:66])[CH3:65])[CH2:60][CH2:59]3)[C:49]=2[C:53]([F:56])([F:55])[F:54])[N:44]=1)[CH3:42])C. No catalyst specified. The product is [NH2:68][C:41]([C:43]1[CH:52]=[CH:51][C:50]2[C:45](=[CH:46][CH:47]=[C:48]([O:57][C@H:58]3[CH2:59][CH2:60][C@H:61]([C:64]([CH3:67])([CH3:66])[CH3:65])[CH2:62][CH2:63]3)[C:49]=2[C:53]([F:54])([F:55])[F:56])[N:44]=1)([CH3:42])[CH2:40][OH:39]. The yield is 0.550.